Task: Predict which catalyst facilitates the given reaction.. Dataset: Catalyst prediction with 721,799 reactions and 888 catalyst types from USPTO (1) Reactant: O[CH:2]=[C:3]1[C:11]2[C:6](=[CH:7][C:8]([C:12]([C:14]3[CH:15]=[C:16]([NH:20][C:21]([C:23]4[O:24][CH:25]=[CH:26][C:27]=4[CH3:28])=[O:22])[CH:17]=[CH:18][CH:19]=3)=[O:13])=[CH:9][CH:10]=2)[NH:5][C:4]1=[O:29].[NH2:30][C:31]1[CH:36]=[CH:35][C:34]([CH2:37][CH2:38][C:39]([OH:41])=[O:40])=[CH:33][CH:32]=1. Product: [CH3:28][C:27]1[CH:26]=[CH:25][O:24][C:23]=1[C:21]([NH:20][C:16]1[CH:15]=[C:14]([CH:19]=[CH:18][CH:17]=1)[C:12]([C:8]1[CH:7]=[C:6]2[C:11]([C:3](=[CH:2][NH:30][C:31]3[CH:32]=[CH:33][C:34]([CH2:37][CH2:38][C:39]([OH:41])=[O:40])=[CH:35][CH:36]=3)[C:4](=[O:29])[NH:5]2)=[CH:10][CH:9]=1)=[O:13])=[O:22]. The catalyst class is: 1. (2) Reactant: Br[C:2]1[S:6][C:5]([C:7]2[CH:12]=[CH:11][N:10]=[CH:9][CH:8]=2)=[N:4][C:3]=1[CH2:13][C:14]1[CH:19]=[CH:18][C:17]([Cl:20])=[CH:16][CH:15]=1.O1CCOCC1.C(OC([N:34]1[CH:38]=[CH:37][CH:36]=[C:35]1B(O)O)=O)(C)(C)C.C(=O)([O-])[O-].[Cs+].[Cs+]. Product: [Cl:20][C:17]1[CH:18]=[CH:19][C:14]([CH2:13][C:3]2[N:4]=[C:5]([C:7]3[CH:12]=[CH:11][N:10]=[CH:9][CH:8]=3)[S:6][C:2]=2[C:35]2[NH:34][CH:38]=[CH:37][CH:36]=2)=[CH:15][CH:16]=1. The catalyst class is: 103. (3) The catalyst class is: 7. Product: [CH:32]([O:1][C:2]1[CH:3]=[C:4]([CH:29]=[CH:30][CH:31]=1)[O:5][C:6]1[S:7][C:8]([C:11]2[CH:15]=[C:14]([CH:16]([N:18]3[C:26](=[O:27])[C:25]4[C:20](=[CH:21][CH:22]=[CH:23][CH:24]=4)[C:19]3=[O:28])[CH3:17])[O:13][N:12]=2)=[CH:9][N:10]=1)([CH3:34])[CH3:33]. Reactant: [OH:1][C:2]1[CH:3]=[C:4]([CH:29]=[CH:30][CH:31]=1)[O:5][C:6]1[S:7][C:8]([C:11]2[CH:15]=[C:14]([CH:16]([N:18]3[C:26](=[O:27])[C:25]4[C:20](=[CH:21][CH:22]=[CH:23][CH:24]=4)[C:19]3=[O:28])[CH3:17])[O:13][N:12]=2)=[CH:9][N:10]=1.[CH:32](O)([CH3:34])[CH3:33].C1(P(C2C=CC=CC=2)C2C=CC=CC=2)C=CC=CC=1.N(C(OCC)=O)=NC(OCC)=O. (4) Reactant: [CH3:1][O:2][C:3](=[O:13])[C@@H:4]([NH2:12])[CH2:5][CH:6]1[CH2:11][CH2:10][CH2:9][CH2:8][CH2:7]1.C(N(CC)C(C)C)(C)C.C([O:25][C:26](=O)/[CH:27]=[C:28](/[O:31][C:32]1[CH:37]=[CH:36][CH:35]=[C:34]([Br:38])[CH:33]=1)\[CH2:29]Br)C. Product: [CH3:1][O:2][C:3](=[O:13])[C@@H:4]([N:12]1[CH2:29][C:28]([O:31][C:32]2[CH:37]=[CH:36][CH:35]=[C:34]([Br:38])[CH:33]=2)=[CH:27][C:26]1=[O:25])[CH2:5][CH:6]1[CH2:11][CH2:10][CH2:9][CH2:8][CH2:7]1. The catalyst class is: 9. (5) Reactant: Cl.Cl.[Br:3][C:4]1[C:5]([CH:36]2[CH2:41][CH2:40][NH:39][CH2:38][CH2:37]2)=[N:6][N:7]([C:30]2[CH:35]=[CH:34][CH:33]=[CH:32][CH:31]=2)[C:8]=1[NH:9][C:10]([NH:12][C@H:13]1[C@H:17]([C:18]2[CH:23]=[CH:22][C:21]([F:24])=[C:20]([F:25])[CH:19]=2)[CH2:16][N:15]([CH2:26][CH2:27][O:28][CH3:29])[CH2:14]1)=[O:11].CCN(C(C)C)C(C)C.[CH3:51][C:52](OC(C)=O)=[O:53]. Product: [C:52]([N:39]1[CH2:38][CH2:37][CH:36]([C:5]2[C:4]([Br:3])=[C:8]([NH:9][C:10]([NH:12][C@H:13]3[C@H:17]([C:18]4[CH:23]=[CH:22][C:21]([F:24])=[C:20]([F:25])[CH:19]=4)[CH2:16][N:15]([CH2:26][CH2:27][O:28][CH3:29])[CH2:14]3)=[O:11])[N:7]([C:30]3[CH:31]=[CH:32][CH:33]=[CH:34][CH:35]=3)[N:6]=2)[CH2:41][CH2:40]1)(=[O:53])[CH3:51]. The catalyst class is: 2. (6) Product: [CH:1]([C:3]1[S:7][C:6](/[CH:8]=[CH:9]/[C:10]([OH:12])=[O:11])=[CH:5][C:4]=1[CH3:17])=[O:2]. The catalyst class is: 25. Reactant: [CH:1]([C:3]1[S:7][C:6](/[CH:8]=[CH:9]/[C:10]([O:12]C(C)(C)C)=[O:11])=[CH:5][C:4]=1[CH3:17])=[O:2].Cl. (7) Reactant: [Cl-].[Ca+2].[Cl-].Br[C:5]1[C:15]2[CH2:14][NH:13][CH2:12][CH2:11][C:10]34[CH:21]=[CH:20][C@H:19]([OH:22])[CH2:18][CH:16]3[O:17][C:8]([C:9]=24)=[C:7]([O:23][CH3:24])[CH:6]=1. Product: [CH3:24][O:23][C:7]1[CH:6]=[CH:5][C:15]2[CH2:14][NH:13][CH2:12][CH2:11][C:10]34[CH:21]=[CH:20][C@H:19]([OH:22])[CH2:18][CH:16]3[O:17][C:8]=1[C:9]=24. The catalyst class is: 401.